Dataset: Catalyst prediction with 721,799 reactions and 888 catalyst types from USPTO. Task: Predict which catalyst facilitates the given reaction. (1) Reactant: [C:1]1([C:7]2[CH:8]=[C:9]3[N:15]=[C:14]([CH2:16][CH2:17][CH:18]4[NH:24][C:23](=O)[CH2:22][CH2:21][CH2:20][CH2:19]4)[NH:13][C:10]3=[N:11][CH:12]=2)[CH:6]=[CH:5][CH:4]=[CH:3][CH:2]=1.COC1C=CC(P2(SP(C3C=CC(OC)=CC=3)(=S)S2)=[S:35])=CC=1. Product: [C:1]1([C:7]2[CH:8]=[C:9]3[N:15]=[C:14]([CH2:16][CH2:17][CH:18]4[NH:24][C:23](=[S:35])[CH2:22][CH2:21][CH2:20][CH2:19]4)[NH:13][C:10]3=[N:11][CH:12]=2)[CH:6]=[CH:5][CH:4]=[CH:3][CH:2]=1. The catalyst class is: 11. (2) Reactant: [NH:1]([C:7]([O:9][C:10]([CH3:13])([CH3:12])[CH3:11])=[O:8])[C@H:2]([C:4]([NH2:6])=O)[CH3:3]. Product: [NH2:6][CH2:4][C@@H:2]([NH:1][C:7](=[O:8])[O:9][C:10]([CH3:13])([CH3:12])[CH3:11])[CH3:3]. The catalyst class is: 7.